From a dataset of Forward reaction prediction with 1.9M reactions from USPTO patents (1976-2016). Predict the product of the given reaction. (1) Given the reactants Cl[C:2]1[N:11]=[C:10]([NH:12][CH2:13][C:14]2[CH:19]=[CH:18][C:17]([NH:20][C:21](=[O:29])[C:22]3[CH:27]=[CH:26][C:25]([F:28])=[CH:24][CH:23]=3)=[CH:16][CH:15]=2)[C:9]2[C:4](=[CH:5][C:6]([CH3:30])=[CH:7][CH:8]=2)[N:3]=1.[CH3:31][C:32]1([CH3:38])[CH2:37][NH:36][CH2:35][CH2:34][NH:33]1, predict the reaction product. The product is: [CH3:31][C:32]1([CH3:38])[NH:33][CH2:34][CH2:35][N:36]([C:2]2[N:11]=[C:10]([NH:12][CH2:13][C:14]3[CH:15]=[CH:16][C:17]([NH:20][C:21](=[O:29])[C:22]4[CH:27]=[CH:26][C:25]([F:28])=[CH:24][CH:23]=4)=[CH:18][CH:19]=3)[C:9]3[C:4](=[CH:5][C:6]([CH3:30])=[CH:7][CH:8]=3)[N:3]=2)[CH2:37]1. (2) Given the reactants [Br:1][C:2]1[CH:3]=[C:4]([OH:8])[CH:5]=[N:6][CH:7]=1.F[C:10]1[CH:15]=[CH:14][C:13]([S:16]([N:19]2[CH2:23][CH2:22][CH2:21][CH2:20]2)(=[O:18])=[O:17])=[CH:12][CH:11]=1.C(=O)([O-])[O-].[K+].[K+], predict the reaction product. The product is: [Br:1][C:2]1[CH:7]=[N:6][CH:5]=[C:4]([O:8][C:10]2[CH:15]=[CH:14][C:13]([S:16]([N:19]3[CH2:20][CH2:21][CH2:22][CH2:23]3)(=[O:18])=[O:17])=[CH:12][CH:11]=2)[CH:3]=1. (3) Given the reactants C(OC([N:8]1[CH2:13][CH2:12][CH2:11][C@H:10]([C:14]([C:17]([O:19][CH3:20])=[O:18])([CH3:16])[CH3:15])[CH2:9]1)=O)(C)(C)C.[ClH:21], predict the reaction product. The product is: [ClH:21].[CH3:20][O:19][C:17](=[O:18])[C:14]([CH3:15])([C@H:10]1[CH2:11][CH2:12][CH2:13][NH:8][CH2:9]1)[CH3:16].